Dataset: TCR-epitope binding with 47,182 pairs between 192 epitopes and 23,139 TCRs. Task: Binary Classification. Given a T-cell receptor sequence (or CDR3 region) and an epitope sequence, predict whether binding occurs between them. The epitope is LEPLVDLPI. The TCR CDR3 sequence is CASSLGASGSYEQYF. Result: 1 (the TCR binds to the epitope).